Dataset: Forward reaction prediction with 1.9M reactions from USPTO patents (1976-2016). Task: Predict the product of the given reaction. (1) Given the reactants [C:1]([C:3]1[CH:4]=[C:5]([CH:9]=[C:10]([F:12])[CH:11]=1)[C:6]([OH:8])=O)#[N:2].[N:13]1[CH:18]=[CH:17][CH:16]=[C:15]([C:19]2[CH:23]=[C:22]([C:24]([F:27])([F:26])[F:25])[N:21]([C:28]3[CH:29]=[CH:30][C:31]([NH2:34])=[N:32][CH:33]=3)[N:20]=2)[CH:14]=1, predict the reaction product. The product is: [C:1]([C:3]1[CH:4]=[C:5]([CH:9]=[C:10]([F:12])[CH:11]=1)[C:6]([NH:34][C:31]1[CH:30]=[CH:29][C:28]([N:21]2[C:22]([C:24]([F:26])([F:27])[F:25])=[CH:23][C:19]([C:15]3[CH:14]=[N:13][CH:18]=[CH:17][CH:16]=3)=[N:20]2)=[CH:33][N:32]=1)=[O:8])#[N:2]. (2) Given the reactants C[O:2][C:3](=[O:27])[CH:4]([NH:11][C:12]([C:14]1[CH:19]=[CH:18][C:17]([C:20]2[CH:25]=[CH:24][CH:23]=[CH:22][C:21]=2[Cl:26])=[CH:16][CH:15]=1)=[O:13])[CH2:5][C:6]1[S:7][CH:8]=[CH:9][N:10]=1.[OH-].[Na+].Cl, predict the reaction product. The product is: [Cl:26][C:21]1[CH:22]=[CH:23][CH:24]=[CH:25][C:20]=1[C:17]1[CH:16]=[CH:15][C:14]([C:12]([NH:11][CH:4]([CH2:5][C:6]2[S:7][CH:8]=[CH:9][N:10]=2)[C:3]([OH:27])=[O:2])=[O:13])=[CH:19][CH:18]=1. (3) Given the reactants [CH3:1]C(C)([O-])C.[K+].[CH3:7][O:8][C:9]1[C:10]([CH2:21][CH2:22][CH:23]([CH3:25])[CH3:24])([CH:19]=O)[C:11]2[C:16]([CH2:17][CH:18]=1)=[CH:15][CH:14]=[CH:13][CH:12]=2, predict the reaction product. The product is: [CH3:7][O:8][C:9]1[C:10]([CH2:21][CH2:22][CH:23]([CH3:25])[CH3:24])([CH:19]=[CH2:1])[C:11]2[C:16]([CH2:17][CH:18]=1)=[CH:15][CH:14]=[CH:13][CH:12]=2. (4) Given the reactants [H-].[Na+].[CH2:3]([O:10][C:11]1[CH:12]=[CH:13][C:14]([NH:17][C:18]2[CH:23]=[CH:22][CH:21]=[CH:20][N:19]=2)=[N:15][CH:16]=1)[C:4]1[CH:9]=[CH:8][CH:7]=[CH:6][CH:5]=1.Br[CH2:25][CH2:26][CH2:27][CH2:28][CH2:29][CH2:30][C:31]([O:33][CH2:34][CH3:35])=[O:32].[O-]S([O-])(=S)=O.[Na+].[Na+], predict the reaction product. The product is: [CH2:34]([O:33][C:31](=[O:32])[CH2:30][CH2:29][CH2:28][CH2:27][CH2:26][CH2:25][N:17]([C:14]1[CH:13]=[CH:12][C:11]([O:10][CH2:3][C:4]2[CH:5]=[CH:6][CH:7]=[CH:8][CH:9]=2)=[CH:16][N:15]=1)[C:18]1[CH:23]=[CH:22][CH:21]=[CH:20][N:19]=1)[CH3:35]. (5) Given the reactants [Br:1][C:2]1[C:3]([CH3:12])=[C:4]([N+:9]([O-:11])=[O:10])[C:5]([OH:8])=[N:6][CH:7]=1.[H-].[Na+].[CH3:15]I, predict the reaction product. The product is: [Br:1][C:2]1[C:3]([CH3:12])=[C:4]([N+:9]([O-:11])=[O:10])[C:5](=[O:8])[N:6]([CH3:15])[CH:7]=1.